Task: Predict the product of the given reaction.. Dataset: Forward reaction prediction with 1.9M reactions from USPTO patents (1976-2016) The product is: [CH2:1]([O:8][C:9]1[C:17]2[C:16](=[O:18])[N:15]([CH2:19][C:20]3[CH:25]=[CH:24][C:23]([F:26])=[CH:22][CH:21]=3)[N:14]=[C:13]([C:38]3[CH:39]=[N:34][CH:35]=[N:36][CH:37]=3)[C:12]=2[N:11]2[CH2:28][CH2:29][N:30]([CH3:33])[C:31](=[O:32])[C:10]=12)[C:2]1[CH:7]=[CH:6][CH:5]=[CH:4][CH:3]=1. Given the reactants [CH2:1]([O:8][C:9]1[C:17]2[C:16](=[O:18])[N:15]([CH2:19][C:20]3[CH:25]=[CH:24][C:23]([F:26])=[CH:22][CH:21]=3)[N:14]=[C:13](Br)[C:12]=2[N:11]2[CH2:28][CH2:29][N:30]([CH3:33])[C:31](=[O:32])[C:10]=12)[C:2]1[CH:7]=[CH:6][CH:5]=[CH:4][CH:3]=1.[N:34]1[CH:39]=[C:38](B(O)O)[CH:37]=[N:36][CH:35]=1.[F-].[Cs+], predict the reaction product.